From a dataset of Reaction yield outcomes from USPTO patents with 853,638 reactions. Predict the reaction yield, written as a fraction of the theoretical maximum amount of product (1.0 means a 100% yield; for example, 0.34 means a 34% yield). (1) The reactants are [F:1][C:2]1[CH:7]=[CH:6][C:5]([NH:8][CH2:9][CH2:10][C:11]2[CH:16]=[CH:15][CH:14]=[C:13]([O:17][CH2:18][C:19]3[CH:24]=[CH:23][CH:22]=[CH:21][CH:20]=3)[CH:12]=2)=[CH:4][CH:3]=1.[Br:25][CH2:26][CH2:27][O:28][C:29]1[CH:34]=[CH:33][C:32]([C:35]([CH:37]=O)=[O:36])=[CH:31][CH:30]=1.FC(F)(F)C(O)=O. No catalyst specified. The product is [Br:25][CH2:26][CH2:27][O:28][C:29]1[CH:34]=[CH:33][C:32]([C:35]([CH:37]2[C:16]3[C:11](=[CH:12][C:13]([O:17][CH2:18][C:19]4[CH:20]=[CH:21][CH:22]=[CH:23][CH:24]=4)=[CH:14][CH:15]=3)[CH2:10][CH2:9][N:8]2[C:5]2[CH:6]=[CH:7][C:2]([F:1])=[CH:3][CH:4]=2)=[O:36])=[CH:31][CH:30]=1. The yield is 0.780. (2) The reactants are C1N=CN(C(N2C=NC=C2)=O)C=1.[CH2:13]([O:15][P:16]([CH2:21][C:22]([OH:24])=O)([O:18][CH2:19][CH3:20])=[O:17])[CH3:14].[Br:25][C:26]1[CH:27]=[C:28]([NH:33][C:34]2[C:35]3[CH:43]=[C:42]([NH2:44])[N:41]=[CH:40][C:36]=3[N:37]=[CH:38][N:39]=2)[CH:29]=[CH:30][C:31]=1[F:32].CC(N(C)C)=O. The catalyst is C1COCC1.O.C(OCC)(=O)C. The product is [Br:25][C:26]1[CH:27]=[C:28]([NH:33][C:34]2[C:35]3[CH:43]=[C:42]([NH:44][C:22](=[O:24])[CH2:21][P:16](=[O:17])([O:15][CH2:13][CH3:14])[O:18][CH2:19][CH3:20])[N:41]=[CH:40][C:36]=3[N:37]=[CH:38][N:39]=2)[CH:29]=[CH:30][C:31]=1[F:32]. The yield is 0.980. (3) No catalyst specified. The product is [CH:9]([N:2]1[C:3](=[O:8])[C@H:4]2[CH2:7][C@@H:1]1[CH2:6][CH2:5]2)=[CH2:10]. The reactants are [C@@H:1]12[CH2:7][C@@H:4]([CH2:5][CH2:6]1)[C:3](=[O:8])[NH:2]2.[CH2:9](OC=C)[CH2:10]CC. The yield is 0.430. (4) The reactants are C(O[C:4](=[O:41])[CH2:5][O:6][C@H:7]1[CH2:12][CH2:11][C@H:10]([N:13]2[C:18](=[O:19])[C:17]([CH2:20][C:21]3[CH:26]=[CH:25][C:24]([C:27]4[CH:32]=[CH:31][CH:30]=[CH:29][C:28]=4[C:33]#[N:34])=[CH:23][CH:22]=3)=[C:16]([CH2:35][CH2:36][CH3:37])[N:15]3[N:38]=[CH:39][N:40]=[C:14]23)[CH2:9][CH2:8]1)C.[CH2:42]([Mg]Br)[CH3:43].Cl.O1CC[CH2:49][CH2:48]1. No catalyst specified. The product is [CH2:48]([C:4]([OH:41])([CH2:42][CH3:43])[CH2:5][O:6][C@H:7]1[CH2:12][CH2:11][C@H:10]([N:13]2[C:18](=[O:19])[C:17]([CH2:20][C:21]3[CH:22]=[CH:23][C:24]([C:27]4[C:28]([C:33]#[N:34])=[CH:29][CH:30]=[CH:31][CH:32]=4)=[CH:25][CH:26]=3)=[C:16]([CH2:35][CH2:36][CH3:37])[N:15]3[N:38]=[CH:39][N:40]=[C:14]23)[CH2:9][CH2:8]1)[CH3:49]. The yield is 0.490. (5) The reactants are [CH:1](Cl)([F:3])[F:2].[OH:5][C:6]1[CH:7]=[C:8]2[C:12](=[CH:13][CH:14]=1)[N:11]([C:15]1[CH:20]=[CH:19][C:18]([O:21][CH3:22])=[CH:17][CH:16]=1)[C:10]([CH3:23])=[C:9]2[C:24]([O:26][CH2:27][CH3:28])=[O:25].[OH-].[Na+].O. The catalyst is C(Cl)Cl.[Br-].C([N+](CCCC)(CCCC)CCCC)CCC. The product is [F:2][CH:1]([F:3])[O:5][C:6]1[CH:7]=[C:8]2[C:12](=[CH:13][CH:14]=1)[N:11]([C:15]1[CH:16]=[CH:17][C:18]([O:21][CH3:22])=[CH:19][CH:20]=1)[C:10]([CH3:23])=[C:9]2[C:24]([O:26][CH2:27][CH3:28])=[O:25]. The yield is 0.400. (6) The reactants are C(OC(=O)[NH:7][CH:8]([CH2:32][C:33]1[C:38]([CH3:39])=[CH:37][C:36]([C:40](=[O:42])[NH2:41])=[CH:35][C:34]=1[CH3:43])[C:9](=[O:31])[N:10]1[CH:19]([C:20]2[NH:21][CH:22]=[C:23]([C:25]3[CH:30]=[CH:29][CH:28]=[CH:27][CH:26]=3)[N:24]=2)[CH2:18][C:17]2[C:12](=[CH:13][CH:14]=[CH:15][CH:16]=2)[CH2:11]1)(C)(C)C.FC(F)(F)C(O)=O. No catalyst specified. The product is [NH2:7][CH:8]([C:9](=[O:31])[N:10]1[CH:19]([C:20]2[NH:21][CH:22]=[C:23]([C:25]3[CH:30]=[CH:29][CH:28]=[CH:27][CH:26]=3)[N:24]=2)[CH2:18][C:17]2[C:12](=[CH:13][CH:14]=[CH:15][CH:16]=2)[CH2:11]1)[CH2:32][C:33]1[C:34]([CH3:43])=[CH:35][C:36]([C:40]([NH2:41])=[O:42])=[CH:37][C:38]=1[CH3:39]. The yield is 0.280. (7) The reactants are [CH3:1][C:2]1[C:10]2[C:5](=[CH:6][CH:7]=[C:8]([C:11]#[N:12])[CH:9]=2)[NH:4][C:3]=1[C:13]1[CH:14]=[N:15][CH:16]=[CH:17][CH:18]=1.CN(C=[O:23])C.[H-].[Na+].Cl[CH2:27][O:28][C:29](=[O:34])[C:30]([CH3:33])([CH3:32])[CH3:31]. The catalyst is C(OCC)(=O)C. The product is [NH4+:4].[OH-:23].[C:11]([C:8]1[CH:9]=[C:10]2[C:5](=[CH:6][CH:7]=1)[N:4]([CH2:27][O:28][C:29](=[O:34])[C:30]([CH3:33])([CH3:32])[CH3:31])[C:3]([C:13]1[CH:14]=[N:15][CH:16]=[CH:17][CH:18]=1)=[C:2]2[CH3:1])#[N:12]. The yield is 0.00100.